From a dataset of Reaction yield outcomes from USPTO patents with 853,638 reactions. Predict the reaction yield, written as a fraction of the theoretical maximum amount of product (1.0 means a 100% yield; for example, 0.34 means a 34% yield). The reactants are CS(O)(=O)=O.[NH2:6][CH2:7][C:8]1[CH:9]=[C:10]2[C:14](=[CH:15][CH:16]=1)[C:13](=[O:17])[N:12]([CH:18]1[CH2:23][CH2:22][C:21](=[O:24])[NH:20][C:19]1=[O:25])[CH2:11]2.C1N=CN([C:31](N2C=NC=C2)=[O:32])C=1.[C:38]([O:42][C:43]([N:45]1[CH2:50][CH2:49][CH:48]([NH2:51])[CH2:47][CH2:46]1)=[O:44])([CH3:41])([CH3:40])[CH3:39]. The catalyst is CN(C=O)C. The product is [C:38]([O:42][C:43]([N:45]1[CH2:50][CH2:49][CH:48]([NH:51][C:31]([NH:6][CH2:7][C:8]2[CH:9]=[C:10]3[C:14](=[CH:15][CH:16]=2)[C:13](=[O:17])[N:12]([CH:18]2[CH2:23][CH2:22][C:21](=[O:24])[NH:20][C:19]2=[O:25])[CH2:11]3)=[O:32])[CH2:47][CH2:46]1)=[O:44])([CH3:41])([CH3:39])[CH3:40]. The yield is 0.270.